The task is: Predict the reaction yield, written as a fraction of the theoretical maximum amount of product (1.0 means a 100% yield; for example, 0.34 means a 34% yield).. This data is from Reaction yield outcomes from USPTO patents with 853,638 reactions. (1) The reactants are C[C:2](C)=[CH:3][CH:4]=[O:5].O=P(Cl)(Cl)Cl.[CH2:12]([N:17]([CH2:37][CH2:38][CH:39]([CH3:41])[CH3:40])[C:18]([C:20]1[CH:25]=[CH:24][N:23]2[N:26]=[C:27]([C:29]([N:31]3[CH2:36][CH2:35]C[CH2:33][CH2:32]3)=[O:30])[CH:28]=[C:22]2[CH:21]=1)=[O:19])[CH2:13][CH:14]([CH3:16])[CH3:15].C(=O)(O)[O-:43].[Na+].[NH4+].[Cl-]. The catalyst is ClC(Cl)C.CO.O. The product is [CH2:12]([N:17]([CH2:37][CH2:38][CH:39]([CH3:41])[CH3:40])[C:18]([C:20]1[CH:25]=[CH:24][N:23]2[N:26]=[C:27]([C:29]([N:31]3[CH2:32][CH2:33][O:43][CH2:35][CH2:36]3)=[O:30])[C:28](/[CH:2]=[CH:3]/[CH:4]=[O:5])=[C:22]2[CH:21]=1)=[O:19])[CH2:13][CH:14]([CH3:16])[CH3:15]. The yield is 0.780. (2) The reactants are [C:1]([C:3]1[CH:4]=[N:5][CH:6]=[CH:7][CH:8]=1)#[CH:2].[CH2:9]([SnH:13]([CH2:18][CH2:19][CH2:20][CH3:21])[CH2:14][CH2:15][CH2:16][CH3:17])[CH2:10][CH2:11][CH3:12].CC(N=NC(C#N)(C)C)(C#N)C. The catalyst is C1COCC1. The product is [CH2:18]([Sn:13]([CH2:9][CH2:10][CH2:11][CH3:12])([CH2:14][CH2:15][CH2:16][CH3:17])/[CH:2]=[CH:1]/[C:3]1[CH:4]=[N:5][CH:6]=[CH:7][CH:8]=1)[CH2:19][CH2:20][CH3:21]. The yield is 0.530. (3) The reactants are [NH2:1][C:2]1([CH3:17])[C:6]2([CH2:8][CH2:7]2)[C:5](=O)[N:4]([CH2:10][C:11]2[CH:16]=[CH:15][CH:14]=[CH:13][CH:12]=2)[CH2:3]1.[H-].[Al+3].[Li+].[H-].[H-].[H-].O.[OH-].[Na+]. The catalyst is O1CCCC1.C1(C)C=CC=CC=1. The product is [NH2:1][C:2]1([CH3:17])[C:6]2([CH2:8][CH2:7]2)[CH2:5][N:4]([CH2:10][C:11]2[CH:16]=[CH:15][CH:14]=[CH:13][CH:12]=2)[CH2:3]1. The yield is 0.986. (4) The reactants are [CH:1]1([CH:7]([C:9]2[S:10][C:11]3[CH:18]=[CH:17][C:16]([C:19]([F:22])([F:21])[F:20])=[CH:15][C:12]=3[C:13]=2[CH3:14])O)[CH2:6][CH2:5][CH2:4][CH2:3][CH2:2]1.S(Cl)([Cl:25])=O.C(=O)([O-])O.[Na+]. The catalyst is C1(C)C=CC=CC=1. The product is [Cl:25][CH:7]([CH:1]1[CH2:6][CH2:5][CH2:4][CH2:3][CH2:2]1)[C:9]1[S:10][C:11]2[CH:18]=[CH:17][C:16]([C:19]([F:22])([F:21])[F:20])=[CH:15][C:12]=2[C:13]=1[CH3:14]. The yield is 0.890. (5) The reactants are CN(C)CCNC.C(=O)=O.CC#N.[CH2:14]([Li])[CH2:15][CH2:16]C.[F:19][C:20]([F:30])([F:29])[C:21]1[CH:28]=[CH:27][C:24]([CH:25]=[O:26])=[CH:23][CH:22]=1.C(Br)C=C. The catalyst is CCCCCC.O1CCCC1.[Cu]Br. The product is [CH2:16]([C:27]1[CH:28]=[C:21]([C:20]([F:29])([F:30])[F:19])[CH:22]=[CH:23][C:24]=1[CH:25]=[O:26])[CH:15]=[CH2:14]. The yield is 0.850.